The task is: Regression. Given a peptide amino acid sequence and an MHC pseudo amino acid sequence, predict their binding affinity value. This is MHC class I binding data.. This data is from Peptide-MHC class I binding affinity with 185,985 pairs from IEDB/IMGT. (1) The peptide sequence is EVLRPTTVV. The MHC is HLA-A68:02 with pseudo-sequence HLA-A68:02. The binding affinity (normalized) is 0.691. (2) The peptide sequence is RVFPGDHFY. The MHC is HLA-A30:01 with pseudo-sequence HLA-A30:01. The binding affinity (normalized) is 0.674. (3) The peptide sequence is VEVPFPVV. The MHC is H-2-Db with pseudo-sequence H-2-Db. The binding affinity (normalized) is 0. (4) The peptide sequence is RFSFNCSMK. The MHC is HLA-A30:01 with pseudo-sequence HLA-A30:01. The binding affinity (normalized) is 0.161. (5) The peptide sequence is FLTSVINRV. The MHC is HLA-B53:01 with pseudo-sequence HLA-B53:01. The binding affinity (normalized) is 0. (6) The peptide sequence is ISDSAQNMM. The MHC is HLA-A02:01 with pseudo-sequence HLA-A02:01. The binding affinity (normalized) is 0.0847. (7) The peptide sequence is RPPIFIRRL. The MHC is HLA-B40:01 with pseudo-sequence HLA-B40:01. The binding affinity (normalized) is 0.